Dataset: Peptide-MHC class I binding affinity with 185,985 pairs from IEDB/IMGT. Task: Regression. Given a peptide amino acid sequence and an MHC pseudo amino acid sequence, predict their binding affinity value. This is MHC class I binding data. (1) The peptide sequence is WDAYIPHYV. The MHC is HLA-A02:16 with pseudo-sequence HLA-A02:16. The binding affinity (normalized) is 0.0847. (2) The peptide sequence is LLMLCLHHA. The MHC is HLA-A68:02 with pseudo-sequence HLA-A68:02. The binding affinity (normalized) is 0. (3) The peptide sequence is GFPFFIMPK. The MHC is HLA-A11:01 with pseudo-sequence HLA-A11:01. The binding affinity (normalized) is 0.597. (4) The peptide sequence is TTYLGPLSCK. The MHC is HLA-A33:01 with pseudo-sequence HLA-A33:01. The binding affinity (normalized) is 0.402. (5) The peptide sequence is ITPIGLAPTDV. The MHC is Mamu-A01 with pseudo-sequence Mamu-A01. The binding affinity (normalized) is 0. (6) The peptide sequence is CLGGLLTMV. The MHC is HLA-B57:01 with pseudo-sequence HLA-B57:01. The binding affinity (normalized) is 0. (7) The peptide sequence is SNFLFALL. The MHC is H-2-Db with pseudo-sequence H-2-Db. The binding affinity (normalized) is 0.325. (8) The peptide sequence is YAKKFKTGM. The MHC is HLA-B07:02 with pseudo-sequence HLA-B07:02. The binding affinity (normalized) is 0.0847. (9) The peptide sequence is LPQEFVSWFA. The MHC is H-2-Kb with pseudo-sequence H-2-Kb. The binding affinity (normalized) is 0.